Dataset: Full USPTO retrosynthesis dataset with 1.9M reactions from patents (1976-2016). Task: Predict the reactants needed to synthesize the given product. (1) Given the product [CH3:23][S:4][C:3]([N:5]1[CH2:9][CH2:8][CH2:7][CH:6]1[C:10]1[CH:14]=[C:13]([C:15]2[CH:20]=[CH:19][CH:18]=[C:17]([C:21]#[N:22])[CH:16]=2)[O:12][N:11]=1)=[N:2][CH3:1], predict the reactants needed to synthesize it. The reactants are: [CH3:1][NH:2][C:3]([N:5]1[CH2:9][CH2:8][CH2:7][CH:6]1[C:10]1[CH:14]=[C:13]([C:15]2[CH:20]=[CH:19][CH:18]=[C:17]([C:21]#[N:22])[CH:16]=2)[O:12][N:11]=1)=[S:4].[CH3:23]C(C)([O-])C.[Na+].CI.O. (2) Given the product [CH2:36]([S:1][C:2]1[N:6]([CH2:7][C:8]2[CH:9]=[CH:10][C:11]([C:14]3[CH:19]=[CH:18][CH:17]=[CH:16][C:15]=3[C:20]3[NH:24][N:23]=[N:22][N:21]=3)=[CH:12][CH:13]=2)[C:5]2[C:25]([C:29]([O:31][CH2:32][CH3:33])=[O:30])=[CH:26][CH:27]=[CH:28][C:4]=2[N:3]=1)[CH3:37], predict the reactants needed to synthesize it. The reactants are: [SH:1][C:2]1[N:6]([CH2:7][C:8]2[CH:13]=[CH:12][C:11]([C:14]3[CH:19]=[CH:18][CH:17]=[CH:16][C:15]=3[C:20]3[NH:24][N:23]=[N:22][N:21]=3)=[CH:10][CH:9]=2)[C:5]2[C:25]([C:29]([O:31][CH2:32][CH3:33])=[O:30])=[CH:26][CH:27]=[CH:28][C:4]=2[N:3]=1.[OH-].[Na+].[CH2:36](I)[CH3:37].Cl. (3) Given the product [F:33][C:30]([F:31])([F:32])[C:28]1[CH:27]=[CH:26][C:25]2[O:34][CH2:38][N:22]([C:20]([C@:14]34[CH2:13][C@H:12]([N:3]5[C:4](=[O:11])[C:5]6[C:10](=[CH:9][CH:8]=[CH:7][CH:6]=6)[C:2]5=[O:1])[CH2:19][C@H:15]3[O:16][CH2:17][CH2:18]4)=[O:21])[CH2:23][C:24]=2[CH:29]=1, predict the reactants needed to synthesize it. The reactants are: [O:1]=[C:2]1[C:10]2[C:5](=[CH:6][CH:7]=[CH:8][CH:9]=2)[C:4](=[O:11])[N:3]1[C@@H:12]1[CH2:19][C@H:15]2[O:16][CH2:17][CH2:18][C@@:14]2([C:20]([NH:22][CH2:23][C:24]2[CH:29]=[C:28]([C:30]([F:33])([F:32])[F:31])[CH:27]=[CH:26][C:25]=2[OH:34])=[O:21])[CH2:13]1.C=O.O.[C:38]1(C)C=CC(S(O)(=O)=O)=CC=1. (4) Given the product [Cl:1][C:2]1[CH:9]=[C:8]([N:10]([CH2:16][C:17]2[CH:22]=[C:21]([Cl:23])[CH:20]=[CH:19][C:18]=2[Cl:24])[C@H:11]2[CH2:15][CH2:14][N:13]([S:28]([CH2:25][CH2:26][CH3:27])(=[O:30])=[O:29])[CH2:12]2)[CH:7]=[CH:6][C:3]=1[C:4]#[N:5], predict the reactants needed to synthesize it. The reactants are: [Cl:1][C:2]1[CH:9]=[C:8]([N:10]([CH2:16][C:17]2[CH:22]=[C:21]([Cl:23])[CH:20]=[CH:19][C:18]=2[Cl:24])[C@H:11]2[CH2:15][CH2:14][NH:13][CH2:12]2)[CH:7]=[CH:6][C:3]=1[C:4]#[N:5].[CH2:25]([S:28](Cl)(=[O:30])=[O:29])[CH2:26][CH3:27]. (5) The reactants are: [N:1]1([C:9]([O:11][CH2:12][C:13]2[CH:18]=[CH:17][CH:16]=[CH:15][CH:14]=2)=[O:10])[CH2:8][CH2:7][CH2:6][C@H:2]1[C:3]([OH:5])=O.CN(C(ON1N=NC2C=CC=NC1=2)=[N+](C)C)C.F[P-](F)(F)(F)(F)F.CCN(C(C)C)C(C)C.[CH3:52][O:53][C:54]1[CH:66]=[CH:65][C:57]([CH2:58][C:59]2[S:63][C:62]([NH2:64])=[N:61][CH:60]=2)=[CH:56][CH:55]=1. Given the product [CH2:12]([O:11][C:9]([N:1]1[CH2:8][CH2:7][CH2:6][CH:2]1[C:3](=[O:5])[NH:64][C:62]1[S:63][C:59]([CH2:58][C:57]2[CH:65]=[CH:66][C:54]([O:53][CH3:52])=[CH:55][CH:56]=2)=[CH:60][N:61]=1)=[O:10])[C:13]1[CH:18]=[CH:17][CH:16]=[CH:15][CH:14]=1, predict the reactants needed to synthesize it. (6) The reactants are: [CH:1]1([C@@:7]([C:27]([OH:29])=[O:28])([CH3:26])[NH:8][C:9]([O:11][CH2:12][CH:13]2[C:25]3[CH:24]=[CH:23][CH:22]=[CH:21][C:20]=3[C:19]3[C:14]2=[CH:15][CH:16]=[CH:17][CH:18]=3)=[O:10])[CH2:6][CH2:5][CH2:4][CH2:3][CH2:2]1.[N+](=[CH2:32])=[N-].C(O)(=O)C. Given the product [CH:1]1([C@@:7]([C:27]([O:29][CH3:32])=[O:28])([CH3:26])[NH:8][C:9]([O:11][CH2:12][CH:13]2[C:14]3[CH:15]=[CH:16][CH:17]=[CH:18][C:19]=3[C:20]3[C:25]2=[CH:24][CH:23]=[CH:22][CH:21]=3)=[O:10])[CH2:6][CH2:5][CH2:4][CH2:3][CH2:2]1, predict the reactants needed to synthesize it. (7) Given the product [CH3:46][S:47]([OH:50])(=[O:49])=[O:48].[CH3:1][NH:2][CH2:3][C:4]([O:6][C@H:7]([CH3:45])[CH2:8][N:9]1[C:13]([CH3:14])=[C:12]([C:15](=[O:37])[NH:16][C:17]2[CH:22]=[CH:21][C:20]([O:23][C:24]3[C:33]4[C:28](=[CH:29][C:30]([O:34][CH3:35])=[CH:31][CH:32]=4)[N:27]=[CH:26][CH:25]=3)=[C:19]([F:36])[CH:18]=2)[C:11](=[O:38])[N:10]1[C:39]1[CH:40]=[CH:41][CH:42]=[CH:43][CH:44]=1)=[O:5], predict the reactants needed to synthesize it. The reactants are: [CH3:1][NH:2][CH2:3][C:4]([O:6][C@H:7]([CH3:45])[CH2:8][N:9]1[C:13]([CH3:14])=[C:12]([C:15](=[O:37])[NH:16][C:17]2[CH:22]=[CH:21][C:20]([O:23][C:24]3[C:33]4[C:28](=[CH:29][C:30]([O:34][CH3:35])=[CH:31][CH:32]=4)[N:27]=[CH:26][CH:25]=3)=[C:19]([F:36])[CH:18]=2)[C:11](=[O:38])[N:10]1[C:39]1[CH:44]=[CH:43][CH:42]=[CH:41][CH:40]=1)=[O:5].[CH3:46][S:47]([OH:50])(=[O:49])=[O:48].